This data is from Full USPTO retrosynthesis dataset with 1.9M reactions from patents (1976-2016). The task is: Predict the reactants needed to synthesize the given product. Given the product [Cl:22][CH2:21][CH2:20][CH2:19][C:8]([C:5]1[CH:6]=[CH:7][C:2]([Cl:1])=[CH:3][CH:4]=1)([CH3:12])[C:9]([OH:11])=[O:10], predict the reactants needed to synthesize it. The reactants are: [Cl:1][C:2]1[CH:7]=[CH:6][C:5]([CH:8]([CH3:12])[C:9]([OH:11])=[O:10])=[CH:4][CH:3]=1.C([Li])CCC.Br[CH2:19][CH2:20][CH2:21][Cl:22].